From a dataset of Reaction yield outcomes from USPTO patents with 853,638 reactions. Predict the reaction yield, written as a fraction of the theoretical maximum amount of product (1.0 means a 100% yield; for example, 0.34 means a 34% yield). The reactants are [CH2:1]([O:8][CH2:9][CH2:10][O:11][CH2:12][C:13]1[CH:18]=[CH:17][C:16](B2OC(C)(C)C(C)(C)O2)=[CH:15][C:14]=1[F:28])[C:2]1[CH:7]=[CH:6][CH:5]=[CH:4][CH:3]=1.C([O-])([O-])=O.[Cs+].[Cs+].Br[C:36](=[CH2:47])[C:37]([O:39][CH2:40][C:41]1[CH:46]=[CH:45][CH:44]=[CH:43][CH:42]=1)=[O:38]. The catalyst is CN(C=O)C.C(OCC)(=O)C.C1C=CC(P(C2C=CC=CC=2)[C-]2C=CC=C2)=CC=1.C1C=CC(P(C2C=CC=CC=2)[C-]2C=CC=C2)=CC=1.Cl[Pd]Cl.[Fe+2]. The product is [CH2:1]([O:8][CH2:9][CH2:10][O:11][CH2:12][C:13]1[CH:18]=[CH:17][C:16]([C:36](=[CH2:47])[C:37]([O:39][CH2:40][C:41]2[CH:46]=[CH:45][CH:44]=[CH:43][CH:42]=2)=[O:38])=[CH:15][C:14]=1[F:28])[C:2]1[CH:3]=[CH:4][CH:5]=[CH:6][CH:7]=1. The yield is 0.160.